Dataset: Forward reaction prediction with 1.9M reactions from USPTO patents (1976-2016). Task: Predict the product of the given reaction. (1) Given the reactants C[O:2][C:3]1[CH:10]=[C:9]([N:11]2[CH2:16][CH2:15][O:14][CH2:13][CH2:12]2)[CH:8]=[C:7]([CH3:17])[C:4]=1[C:5]#[N:6].C(=O)([O-])[O-].[K+].[K+].C(S)C.Cl, predict the reaction product. The product is: [OH:2][C:3]1[CH:10]=[C:9]([N:11]2[CH2:12][CH2:13][O:14][CH2:15][CH2:16]2)[CH:8]=[C:7]([CH3:17])[C:4]=1[C:5]#[N:6]. (2) Given the reactants [CH3:1][C:2]([N:12]1[CH2:16][CH2:15][CH2:14][CH:13]1[CH3:17])([CH3:11])[CH:3]([NH2:10])[C:4]1[CH:9]=[CH:8][CH:7]=[CH:6][CH:5]=1.[Cl:18][C:19]1[C:27]([C:28]([F:31])([F:30])[F:29])=[CH:26][CH:25]=[CH:24][C:20]=1[C:21](O)=[O:22].C(Cl)CCl.C1C=CC2N(O)N=NC=2C=1.C(=O)([O-])O.[Na+], predict the reaction product. The product is: [Cl:18][C:19]1[C:27]([C:28]([F:29])([F:30])[F:31])=[CH:26][CH:25]=[CH:24][C:20]=1[C:21]([NH:10][CH:3]([C:4]1[CH:9]=[CH:8][CH:7]=[CH:6][CH:5]=1)[C:2]([CH3:1])([N:12]1[CH2:16][CH2:15][CH2:14][CH:13]1[CH3:17])[CH3:11])=[O:22]. (3) Given the reactants [Cl:1][C:2]1[C:3]([F:22])=[C:4]([CH:6]=[CH:7][C:8]=1[O:9][C:10]1[CH:15]=[CH:14][N:13]=[C:12]([C:16]2[CH:17]=[N:18][N:19]([CH3:21])[CH:20]=2)[CH:11]=1)[NH2:5].[O:23]=[C:24]1[N:28]([CH:29]2[CH2:34][CH2:33][O:32][CH2:31][CH2:30]2)[CH2:27][CH2:26][N:25]1[C:35](Cl)=[O:36].O, predict the reaction product. The product is: [Cl:1][C:2]1[C:3]([F:22])=[C:4]([NH:5][C:35]([N:25]2[CH2:26][CH2:27][N:28]([CH:29]3[CH2:34][CH2:33][O:32][CH2:31][CH2:30]3)[C:24]2=[O:23])=[O:36])[CH:6]=[CH:7][C:8]=1[O:9][C:10]1[CH:15]=[CH:14][N:13]=[C:12]([C:16]2[CH:17]=[N:18][N:19]([CH3:21])[CH:20]=2)[CH:11]=1. (4) Given the reactants [Br:1][C:2]1[S:11][C:5]2[N:6]=[CH:7][N:8]=[C:9](Cl)[C:4]=2[C:3]=1[CH3:12].[NH2:13][C:14]1[CH:25]=[CH:24][C:23]([F:26])=[CH:22][C:15]=1[O:16][CH2:17][C:18]([CH3:21])([OH:20])[CH3:19], predict the reaction product. The product is: [Br:1][C:2]1[S:11][C:5]2[N:6]=[CH:7][N:8]=[C:9]([NH:13][C:14]3[CH:25]=[CH:24][C:23]([F:26])=[CH:22][C:15]=3[O:16][CH2:17][C:18]([CH3:21])([OH:20])[CH3:19])[C:4]=2[C:3]=1[CH3:12]. (5) Given the reactants [N+:1]([C:4]1[CH:5]=[C:6]([S:9]([N:12]2[CH2:17][CH2:16][N:15]([C:18]3[CH:23]=[CH:22][C:21]([C:24]([OH:33])([C:29]([F:32])([F:31])[F:30])[C:25]([F:28])([F:27])[F:26])=[CH:20][CH:19]=3)[CH2:14][CH2:13]2)(=[O:11])=[O:10])[S:7][CH:8]=1)([O-])=O.C([O-])=O.[NH4+], predict the reaction product. The product is: [NH2:1][C:4]1[CH:5]=[C:6]([S:9]([N:12]2[CH2:13][CH2:14][N:15]([C:18]3[CH:23]=[CH:22][C:21]([C:24]([OH:33])([C:25]([F:27])([F:28])[F:26])[C:29]([F:30])([F:31])[F:32])=[CH:20][CH:19]=3)[CH2:16][CH2:17]2)(=[O:10])=[O:11])[S:7][CH:8]=1. (6) Given the reactants Br[C:2]1[CH:25]=[CH:24][C:5]2[N:6]([C:9]3[CH:10]=[C:11]([NH:15][C:16]([NH:18][CH2:19][C:20]([F:23])([F:22])[F:21])=[O:17])[CH:12]=[CH:13][CH:14]=3)[CH:7]=[N:8][C:4]=2[CH:3]=1.C[O:27][C:28]([C:30]1[CH:31]=[C:32](B(O)O)[CH:33]=[CH:34][CH:35]=1)=[O:29].C(=O)([O-])[O-].[Na+].[Na+].[OH-].[Na+], predict the reaction product. The product is: [F:21][C:20]([F:23])([F:22])[CH2:19][NH:18][C:16]([NH:15][C:11]1[CH:10]=[C:9]([N:6]2[C:5]3[CH:24]=[CH:25][C:2]([C:34]4[CH:35]=[C:30]([CH:31]=[CH:32][CH:33]=4)[C:28]([OH:29])=[O:27])=[CH:3][C:4]=3[N:8]=[CH:7]2)[CH:14]=[CH:13][CH:12]=1)=[O:17]. (7) Given the reactants [N+:1]([C:4]1[CH:5]=[CH:6][C:7]2[O:11][C:10](=S)[NH:9][C:8]=2[CH:13]=1)([O-:3])=[O:2].P(Cl)(Cl)(Cl)(Cl)[Cl:15], predict the reaction product. The product is: [Cl:15][C:10]1[O:11][C:7]2[CH:6]=[CH:5][C:4]([N+:1]([O-:3])=[O:2])=[CH:13][C:8]=2[N:9]=1.